Dataset: Forward reaction prediction with 1.9M reactions from USPTO patents (1976-2016). Task: Predict the product of the given reaction. (1) Given the reactants F[C:2]1[C:10]2[S:9][C:8]([C:11]3[C:12]([NH2:28])=[N:13][CH:14]=[C:15]([C:17]4[CH:18]=[N:19][N:20]([CH:22]5[CH2:27][CH2:26][NH:25][CH2:24][CH2:23]5)[CH:21]=4)[CH:16]=3)=[N:7][C:6]=2[C:5]([C:29](F)([F:31])F)=C[CH:3]=1.ClC1SC2C=CC([F:43])=C(F)C=2N=1, predict the reaction product. The product is: [F:43][C:5]1[C:6]2[N:7]=[C:8]([C:11]3[C:12]([NH2:28])=[N:13][CH:14]=[C:15]([C:17]4[CH:18]=[N:19][N:20]([CH:22]5[CH2:27][CH2:26][NH:25][CH2:24][CH2:23]5)[CH:21]=4)[CH:16]=3)[S:9][C:10]=2[CH:2]=[CH:3][C:29]=1[F:31]. (2) Given the reactants [ClH:1].[CH3:2][C@@H:3]([NH:9][CH2:10][CH2:11][P:12]([O:17]CC)(=[O:16])[O:13]CC)[CH2:4][CH2:5][CH2:6][CH2:7][CH3:8], predict the reaction product. The product is: [ClH:1].[CH3:2][C@@H:3]([NH:9][CH2:10][CH2:11][P:12]([OH:17])(=[O:13])[OH:16])[CH2:4][CH2:5][CH2:6][CH2:7][CH3:8]. (3) The product is: [CH3:11][C:10]([CH3:13])([CH3:12])[CH2:9][O:14][S:5](=[O:7])(=[O:4])[NH2:6]. Given the reactants C1([O:4][S:5](=O)(=[O:7])[NH2:6])CC1.[CH2:9]([OH:14])[C:10]([CH3:13])([CH3:12])[CH3:11], predict the reaction product. (4) Given the reactants CS(C)=O.C(Cl)(=O)C(Cl)=O.[Cl:11][C:12]1[CH:17]=[CH:16][CH:15]=[CH:14][C:13]=1[C:18]1[O:19][C:20]2[C:25]([C:26](=[O:28])[CH:27]=1)=[C:24]([O:29][CH3:30])[CH:23]=[C:22]([O:31][CH3:32])[C:21]=2[C@@H:33]1[CH2:37][CH2:36][N:35]([CH3:38])[C@H:34]1[CH2:39][OH:40].C([O-])(O)=O.[Na+], predict the reaction product. The product is: [Cl:11][C:12]1[CH:17]=[CH:16][CH:15]=[CH:14][C:13]=1[C:18]1[O:19][C:20]2[C:25]([C:26](=[O:28])[CH:27]=1)=[C:24]([O:29][CH3:30])[CH:23]=[C:22]([O:31][CH3:32])[C:21]=2[C@@H:33]1[CH2:37][CH2:36][N:35]([CH3:38])[C@H:34]1[CH:39]=[O:40]. (5) Given the reactants [F:1][C:2]([F:11])([F:10])[C:3]1[CH:9]=[CH:8][C:6]([NH2:7])=[CH:5][CH:4]=1.ClOC(C)(C)C.C[O:19][C:20](=O)[CH2:21][S:22][CH3:23].C(N(CC)CC)C, predict the reaction product. The product is: [CH3:23][S:22][CH:21]1[C:8]2[C:6](=[CH:5][CH:4]=[C:3]([C:2]([F:10])([F:11])[F:1])[CH:9]=2)[NH:7][C:20]1=[O:19].